This data is from Full USPTO retrosynthesis dataset with 1.9M reactions from patents (1976-2016). The task is: Predict the reactants needed to synthesize the given product. (1) Given the product [NH2:22][C:11]1[N:12]=[CH:13][C:14]([C:16]2[CH2:17][CH2:18][N:19]([C:24](=[O:31])[CH2:25][CH2:26][C:27]([O:29][CH3:30])=[O:28])[CH2:20][CH:21]=2)=[N:15][C:10]=1[C:2]1[NH:3][C:4]2[CH:9]=[CH:8][CH:7]=[CH:6][C:5]=2[N:1]=1, predict the reactants needed to synthesize it. The reactants are: [NH:1]1[C:5]2[CH:6]=[CH:7][CH:8]=[CH:9][C:4]=2[N:3]=[C:2]1[C:10]1[C:11]([NH2:22])=[N:12][CH:13]=[C:14]([C:16]2[CH2:17][CH2:18][NH:19][CH2:20][CH:21]=2)[N:15]=1.Cl[C:24](=[O:31])[CH2:25][CH2:26][C:27]([O:29][CH3:30])=[O:28].C(N(CC)CC)C. (2) Given the product [F:12][C:9]1[CH:10]=[C:11]2[C:6](=[CH:7][C:8]=1[O:13][CH2:14][CH2:15][N:16]1[CH2:21][CH2:20][O:19][CH2:18][CH2:17]1)[N:5]=[C:4](/[CH:22]=[CH:23]/[C:24]1[O:25][C:26]([N+:29]([O-:31])=[O:30])=[CH:27][CH:28]=1)[N:3]=[C:2]2[NH:32][C:33]1[CH:38]=[CH:37][C:36]([OH:39])=[CH:35][CH:34]=1, predict the reactants needed to synthesize it. The reactants are: Cl[C:2]1[C:11]2[C:6](=[CH:7][C:8]([O:13][CH2:14][CH2:15][N:16]3[CH2:21][CH2:20][O:19][CH2:18][CH2:17]3)=[C:9]([F:12])[CH:10]=2)[N:5]=[C:4]([CH:22]=[CH:23][C:24]2[O:25][C:26]([N+:29]([O-:31])=[O:30])=[CH:27][CH:28]=2)[N:3]=1.[NH2:32][C:33]1[CH:38]=[CH:37][C:36]([OH:39])=[CH:35][CH:34]=1.O. (3) Given the product [F:1][C:2]1[CH:3]=[C:4]([CH:5]=[CH:6][C:7]=1[F:8])[O:9][C:17]1([C:40]([O:42][CH2:43][CH3:44])=[O:41])[CH2:22][CH2:21][CH2:20][N:19]2[C:23]([C:26]3[CH:31]=[CH:30][C:29]([C:32]4[O:36][C:35]([CH3:37])=[N:34][CH:33]=4)=[C:28]([O:38][CH3:39])[CH:27]=3)=[N:24][N:25]=[C:18]12, predict the reactants needed to synthesize it. The reactants are: [F:1][C:2]1[CH:3]=[C:4]([OH:9])[CH:5]=[CH:6][C:7]=1[F:8].C(=O)([O-])[O-].[K+].[K+].Cl[C:17]1([C:40]([O:42][CH2:43][CH3:44])=[O:41])[CH2:22][CH2:21][CH2:20][N:19]2[C:23]([C:26]3[CH:31]=[CH:30][C:29]([C:32]4[O:36][C:35]([CH3:37])=[N:34][CH:33]=4)=[C:28]([O:38][CH3:39])[CH:27]=3)=[N:24][N:25]=[C:18]12. (4) Given the product [O:17]([CH:24]1[CH2:25][CH2:26][N:27]([CH2:2][C:3]([NH:5][C:6]2[CH:16]=[CH:15][C:9]3[NH:10][C:11](=[O:14])[CH2:12][O:13][C:8]=3[CH:7]=2)=[O:4])[CH:28]([CH3:31])[CH2:29]1)[C:18]1[CH:19]=[CH:20][CH:21]=[CH:22][CH:23]=1, predict the reactants needed to synthesize it. The reactants are: Cl[CH2:2][C:3]([NH:5][C:6]1[CH:16]=[CH:15][C:9]2[NH:10][C:11](=[O:14])[CH2:12][O:13][C:8]=2[CH:7]=1)=[O:4].[O:17]([CH:24]1[CH2:29][CH2:28][N:27](C)[CH2:26][CH2:25]1)[C:18]1[CH:23]=[CH:22][CH:21]=[CH:20][CH:19]=1.[CH2:31](OCC)C.